This data is from Catalyst prediction with 721,799 reactions and 888 catalyst types from USPTO. The task is: Predict which catalyst facilitates the given reaction. (1) Reactant: Br[C:2]1[CH:3]=[CH:4][CH:5]=[C:6]2[C:10]=1[NH:9][CH:8]=[CH:7]2.[C:11]1(B(O)O)[CH:16]=[CH:15][CH:14]=[CH:13][CH:12]=1.C(=O)([O-])[O-].[K+].[K+].ClCCl. Product: [C:11]1([C:2]2[CH:3]=[CH:4][CH:5]=[C:6]3[C:10]=2[NH:9][CH:8]=[CH:7]3)[CH:16]=[CH:15][CH:14]=[CH:13][CH:12]=1. The catalyst class is: 38. (2) Product: [CH3:11][N:5]1[C:6]([C:7]([F:10])([F:9])[F:8])=[C:2]([CH:14]=[O:15])[C:3](=[O:13])[N:4]1[CH3:12]. The catalyst class is: 1. Reactant: Br[C:2]1[C:3](=[O:13])[N:4]([CH3:12])[N:5]([CH3:11])[C:6]=1[C:7]([F:10])([F:9])[F:8].[C:14](=O)=[O:15].CC(C)=O.C([Li])CCC.CN(C=O)C. (3) Reactant: [CH:1]1([CH2:4][OH:5])[CH2:3][CH2:2]1.CC([O-])(C)C.[K+].[Br:12][C:13]1[CH:18]=[C:17]([N+:19]([O-:21])=[O:20])[CH:16]=[CH:15][C:14]=1F. Product: [Br:12][C:13]1[CH:18]=[C:17]([N+:19]([O-:21])=[O:20])[CH:16]=[CH:15][C:14]=1[O:5][CH2:4][CH:1]1[CH2:3][CH2:2]1. The catalyst class is: 1. (4) Reactant: [NH2:1][C:2]1[C:17]([O:18][CH2:19][C:20]2[CH:25]=[CH:24][CH:23]=[CH:22][CH:21]=2)=[CH:16][C:15]([I:26])=[CH:14][C:3]=1[C:4]([O:6]CC1C=CC=CC=1)=[O:5].CO.O.[OH-].[Li+]. Product: [NH2:1][C:2]1[C:17]([O:18][CH2:19][C:20]2[CH:21]=[CH:22][CH:23]=[CH:24][CH:25]=2)=[CH:16][C:15]([I:26])=[CH:14][C:3]=1[C:4]([OH:6])=[O:5]. The catalyst class is: 6. (5) Reactant: CO[C:3]1C=C[C:11]([CH:14]=[O:15])=[CH:10][C:4]=1[C:5](=[N:8]O)OC.S(Cl)(Cl)=O.[C:20]([O:23][CH2:24]C)(=[O:22])[CH3:21].[CH3:26]CCCCC. Product: [CH3:26][O:15][C:14]1[CH:11]=[CH:10][C:4]([C:5]#[N:8])=[CH:3][C:21]=1[C:20]([O:23][CH3:24])=[O:22]. The catalyst class is: 4. (6) Reactant: [Cl:1][C:2]1[CH:3]=[C:4]([C:12]2[O:16][N:15]=[C:14]([C:17]3[CH:18]=[CH:19][C:20]4[O:26][CH2:25][CH:24]([CH2:27][CH2:28][C:29]([OH:31])=[O:30])[N:23](C(OC(C)(C)C)=O)[CH2:22][C:21]=4[CH:39]=3)[N:13]=2)[CH:5]=[CH:6][C:7]=1[O:8][CH:9]([CH3:11])[CH3:10].O1CCOCC1. Product: [ClH:1].[Cl:1][C:2]1[CH:3]=[C:4]([C:12]2[O:16][N:15]=[C:14]([C:17]3[CH:18]=[CH:19][C:20]4[O:26][CH2:25][CH:24]([CH2:27][CH2:28][C:29]([OH:31])=[O:30])[NH:23][CH2:22][C:21]=4[CH:39]=3)[N:13]=2)[CH:5]=[CH:6][C:7]=1[O:8][CH:9]([CH3:11])[CH3:10]. The catalyst class is: 33. (7) Reactant: Cl[C:2]1[CH:3]=[CH:4][C:5]([N+:9]([O-:11])=[O:10])=[C:6]([NH2:8])[CH:7]=1.[CH3:12][C@H:13]1[O:18][C@@H:17]([CH3:19])[CH2:16][NH:15][CH2:14]1.C([O-])([O-])=O.[K+].[K+].O. Product: [CH3:19][C@H:17]1[O:18][C@@H:13]([CH3:12])[CH2:14][N:15]([C:2]2[CH:3]=[CH:4][C:5]([N+:9]([O-:11])=[O:10])=[C:6]([NH2:8])[CH:7]=2)[CH2:16]1. The catalyst class is: 3.